The task is: Predict the reaction yield, written as a fraction of the theoretical maximum amount of product (1.0 means a 100% yield; for example, 0.34 means a 34% yield).. This data is from Reaction yield outcomes from USPTO patents with 853,638 reactions. (1) The reactants are C1(P(C2C=CC=CC=2)C2C=CC=CC=2)C=CC=CC=1.CN(C=O)C.[Br:25][C:26]1[CH:31]=[CH:30][C:29]([S:32](Cl)(=O)=O)=[CH:28][C:27]=1[F:36]. The catalyst is C(Cl)Cl. The product is [Br:25][C:26]1[CH:31]=[CH:30][C:29]([SH:32])=[CH:28][C:27]=1[F:36]. The yield is 0.660. (2) The reactants are [CH2:1]([N:3]1[C:7]([CH3:8])=[C:6]([C:9]([OH:11])=O)[CH:5]=[N:4]1)[CH3:2].S(Cl)(Cl)=O.[NH2:16][C:17]1[CH:18]=[C:19]([CH:32]=[CH:33][CH:34]=1)[C:20]([C:22]1[CH:30]=[C:29]2[C:25]([CH2:26][C:27](=[O:31])[NH:28]2)=[CH:24][CH:23]=1)=[O:21]. The catalyst is C1COCC1. The product is [O:31]=[C:27]1[CH2:26][C:25]2[C:29](=[CH:30][C:22]([C:20]([C:19]3[CH:18]=[C:17]([NH:16][C:9]([C:6]4[CH:5]=[N:4][N:3]([CH2:1][CH3:2])[C:7]=4[CH3:8])=[O:11])[CH:34]=[CH:33][CH:32]=3)=[O:21])=[CH:23][CH:24]=2)[NH:28]1. The yield is 0.590.